Dataset: Full USPTO retrosynthesis dataset with 1.9M reactions from patents (1976-2016). Task: Predict the reactants needed to synthesize the given product. (1) Given the product [CH:28]1([CH2:33][CH:34]([C:46]2[CH:51]=[CH:50][C:49]([Cl:52])=[C:48]([Cl:53])[CH:47]=2)[C:35]([NH:37][C:38]2[S:39][CH:40]=[CH:41][N:42]=2)=[O:36])[CH2:32][CH2:31][CH2:30][CH2:29]1, predict the reactants needed to synthesize it. The reactants are: C1(CC(C2C=CC(Cl)=C(Cl)C=2)C(O)=O)CCCC1.NC1SC=C(C(N)=O)N=1.[CH:28]1([CH2:33][CH:34]([C:46]2[CH:51]=[CH:50][C:49]([Cl:52])=[C:48]([Cl:53])[CH:47]=2)[C:35]([NH:37][C:38]2[S:39][CH:40]=[C:41](C(N)=O)[N:42]=2)=[O:36])[CH2:32][CH2:31][CH2:30][CH2:29]1. (2) Given the product [O:19]=[C:17]1[CH2:16][CH2:15][C:10]2[C:11](=[CH:3][C:4]([C:5]([O:7][CH2:21][CH3:22])=[O:6])=[CH:8][CH:9]=2)[NH:12]1, predict the reactants needed to synthesize it. The reactants are: C([C:3]1[C:11]([N+:12]([O-])=O)=[C:10]([CH:15]=[CH:16][C:17]([O:19]C)=O)[CH:9]=[CH:8][C:4]=1[C:5]([OH:7])=[O:6])C.[C:21](O)(=O)[CH3:22]. (3) Given the product [Cl:1][C:2]1[N:7]=[C:6]([C:15]2[CH:14]=[C:13]([O:12][CH2:10][CH3:11])[CH:18]=[CH:17][C:16]=2[F:22])[CH:5]=[C:4]([CH3:9])[N:3]=1, predict the reactants needed to synthesize it. The reactants are: [Cl:1][C:2]1[N:7]=[C:6](Cl)[CH:5]=[C:4]([CH3:9])[N:3]=1.[CH2:10]([O:12][C:13]1[CH:14]=[CH:15][C:16]([F:22])=[C:17](B(O)O)[CH:18]=1)[CH3:11].C(=O)([O-])[O-].[Na+].[Na+]. (4) The reactants are: [CH2:1]([N:8]1[CH2:17][CH2:16][C:15]2[C:14](Cl)=[N:13][CH:12]=[N:11][C:10]=2[CH2:9]1)[C:2]1[CH:7]=[CH:6][CH:5]=[CH:4][CH:3]=1.[F:19][C:20]1[CH:25]=[CH:24][C:23]([NH2:26])=[CH:22][CH:21]=1. Given the product [CH2:1]([N:8]1[CH2:17][CH2:16][C:15]2[C:14]([NH:26][C:23]3[CH:24]=[CH:25][C:20]([F:19])=[CH:21][CH:22]=3)=[N:13][CH:12]=[N:11][C:10]=2[CH2:9]1)[C:2]1[CH:7]=[CH:6][CH:5]=[CH:4][CH:3]=1, predict the reactants needed to synthesize it. (5) Given the product [F:15][C:11]1[CH:12]=[CH:13][CH:14]=[C:9]([F:8])[C:10]=1[C:16]1[S:17][CH:18]=[C:19]([C:21]([NH:23][C:24]2[C:25]([O:30][CH:31]3[CH2:35][CH2:34][NH:33][CH2:32]3)=[N:26][CH:27]=[N:28][CH:29]=2)=[O:22])[N:20]=1, predict the reactants needed to synthesize it. The reactants are: FC(F)(F)C(O)=O.[F:8][C:9]1[CH:14]=[CH:13][CH:12]=[C:11]([F:15])[C:10]=1[C:16]1[S:17][CH:18]=[C:19]([C:21]([NH:23][C:24]2[C:25]([O:30][CH:31]3[CH2:35][CH2:34][N:33](C(OC(C)(C)C)=O)[CH2:32]3)=[N:26][CH:27]=[N:28][CH:29]=2)=[O:22])[N:20]=1. (6) The reactants are: ClC1C=C(C=CC=1)C(OO)=[O:6].[O:12]=[C:13]1[NH:22][CH:21]([C:23]2[CH:30]=[CH:29][C:26]([C:27]#[N:28])=[CH:25][C:24]=2[S:31][CH3:32])[C:20]2[C:19](=[O:33])[CH2:18][CH2:17][CH2:16][C:15]=2[N:14]1[C:34]1[CH:39]=[CH:38][CH:37]=[C:36]([C:40]([F:43])([F:42])[F:41])[CH:35]=1. Given the product [O:12]=[C:13]1[NH:22][CH:21]([C:23]2[CH:30]=[CH:29][C:26]([C:27]#[N:28])=[CH:25][C:24]=2[S:31]([CH3:32])=[O:6])[C:20]2[C:19](=[O:33])[CH2:18][CH2:17][CH2:16][C:15]=2[N:14]1[C:34]1[CH:39]=[CH:38][CH:37]=[C:36]([C:40]([F:43])([F:42])[F:41])[CH:35]=1, predict the reactants needed to synthesize it. (7) Given the product [CH2:1]([O:8][C:9]([N:11]1[CH2:15][CH2:14][CH2:13][C@H:12]1[C:16](=[O:33])[NH:17][C:18]1[CH:19]=[C:20]([C:36]2[CH:35]=[CH:40][C:41]([C:42](=[O:43])[NH:44][CH:45]3[CH2:46][CH2:47]3)=[CH:38][CH:37]=2)[CH:21]=[CH:22][CH:23]=1)=[O:10])[C:2]1[CH:3]=[CH:4][CH:5]=[CH:6][CH:7]=1, predict the reactants needed to synthesize it. The reactants are: [CH2:1]([O:8][C:9]([N:11]1[CH2:15][CH2:14][CH2:13][C@H:12]1[C:16](=[O:33])[NH:17][C:18]1[CH:23]=[CH:22][CH:21]=[C:20](B2OC(C)(C)C(C)(C)O2)[CH:19]=1)=[O:10])[C:2]1[CH:7]=[CH:6][CH:5]=[CH:4][CH:3]=1.Br[C:35]1[CH:40]=C[C:38]([CH2:41][C:42]([NH:44][CH:45]2[CH2:47][CH2:46]2)=[O:43])=[CH:37][CH:36]=1.CN(C=O)C.